From a dataset of Reaction yield outcomes from USPTO patents with 853,638 reactions. Predict the reaction yield, written as a fraction of the theoretical maximum amount of product (1.0 means a 100% yield; for example, 0.34 means a 34% yield). (1) The reactants are [F:1][C:2]1[CH:3]=[CH:4][C:5]([NH2:11])=[N:6][C:7]=1[C:8]([CH3:10])=[CH2:9].[H][H]. The catalyst is CO.[Pd]. The product is [F:1][C:2]1[CH:3]=[CH:4][C:5]([NH2:11])=[N:6][C:7]=1[CH:8]([CH3:9])[CH3:10]. The yield is 0.690. (2) The reactants are Cl[C:2]1[CH:3]=[C:4]([NH2:20])[CH:5]=[C:6]([Cl:19])[C:7]=1[S:8][C:9]1[CH:18]=[CH:17][C:16]2[C:11](=[CH:12][CH:13]=[CH:14][CH:15]=2)[CH:10]=1.N1C=CC=CC=1.[Cl:27][C:28]1[N:33]=[CH:32][C:31]([S:34](Cl)(=[O:36])=[O:35])=[CH:30][CH:29]=1.Cl. The catalyst is C1COCC1. The product is [Cl:19][C:6]1[CH:5]=[C:4]([NH:20][S:34]([C:31]2[CH:32]=[N:33][C:28]([Cl:27])=[CH:29][CH:30]=2)(=[O:36])=[O:35])[CH:3]=[CH:2][C:7]=1[S:8][C:9]1[CH:18]=[CH:17][C:16]2[C:11](=[CH:12][CH:13]=[CH:14][CH:15]=2)[CH:10]=1. The yield is 0.580. (3) The reactants are [Cl:1][C:2]1[C:3]2[C:4]3[CH:5]=[C:6]([CH2:15][C:16](OCC)=[O:17])[CH:7]=[CH:8][C:9]=3[S:10][C:11]=2[N:12]=[CH:13][N:14]=1.CC(C[AlH]CC(C)C)C. The catalyst is C1COCC1. The product is [Cl:1][C:2]1[C:3]2[C:4]3[CH:5]=[C:6]([CH2:15][CH2:16][OH:17])[CH:7]=[CH:8][C:9]=3[S:10][C:11]=2[N:12]=[CH:13][N:14]=1. The yield is 0.680.